The task is: Predict the reactants needed to synthesize the given product.. This data is from Full USPTO retrosynthesis dataset with 1.9M reactions from patents (1976-2016). Given the product [C:12]([O:16][C:17]([N:19]1[CH2:24][CH2:23][C:22]([OH:25])([C:8]#[C:7][C:6]([O:10][CH3:11])=[O:9])[CH2:21][CH2:20]1)=[O:18])([CH3:15])([CH3:13])[CH3:14], predict the reactants needed to synthesize it. The reactants are: C([Li])CCC.[C:6]([O:10][CH3:11])(=[O:9])[CH2:7][CH3:8].[C:12]([O:16][C:17]([N:19]1[CH2:24][CH2:23][C:22](=[O:25])[CH2:21][CH2:20]1)=[O:18])([CH3:15])([CH3:14])[CH3:13].[Cl-].[NH4+].